Binary Classification. Given a miRNA mature sequence and a target amino acid sequence, predict their likelihood of interaction. From a dataset of Experimentally validated miRNA-target interactions with 360,000+ pairs, plus equal number of negative samples. (1) The miRNA is mmu-miR-451a with sequence AAACCGUUACCAUUACUGAGUU. The protein sequence of the target gene is MRRLSSWRKMATAEKQKHDGRVKIGHYILGDTLGVGTFGKVKVGKHELTGHKVAVKILNRQKIRSLDVVGKIRREIQNLKLFRHPHIIKLYQVISTPSDIFMVMEYVSGGELFDYICKNGRLDEKESRRLFQQILSGVDYCHRHMVVHRDLKPENVLLDAHMNAKIADFGLSNMMSDGEFLRTSCGSPNYAAPEVISGRLYAGPEVDIWSSGVILYALLCGTLPFDDDHVPTLFKKICDGIFYTPQYLNPSVISLLKHMLQVDPMKRAAIKDIREHEWFKQDLPKYLFPEDPSYSSTMID.... Result: 1 (interaction). (2) The miRNA is hsa-miR-6855-3p with sequence AGACUGACCUUCAACCCCACAG. The protein sequence of the target gene is MDPVAFKDVAVNFTQEEWALLDISQRKLYREVMLETFRNLTSLGKRWKDQNIEYEHQNPRRNFRSLIEEKVNEIKDDSHCGETFTPVPDDRLNFQEKKASPEVKSCESFVCGEVGLGNSSFNMNIRGDIGHKAYEYQEYGPKPCKCQQPKKAFRYRPSFRTQERDHTGEKPNACKVCGKTFISHSSVRRHMVMHSGDGPYKCKFCGKAFHCLRLYLIHERIHTGEKPCECKQCGKSFSYSATHRIHKRTHTGEKPYEYQECGKAFHSPRSYRRHERIHMGEKAYQCKECGKAFTCPRYVR.... Result: 1 (interaction). (3) The miRNA is mmu-miR-1946a with sequence AGCCGGGCAGUGGUGGCACACACUUUU. The protein sequence of the target gene is MASASGAMAKHEQILVLDPPTDLKFKGPFTDVVTTNLKLRNPSDRKVCFKVKTTAPRRYCVRPNSGIIDPGSTVTVSVMLQPFDYDPNEKSKHKFMVQTIFAPPNTSDMEAVWKEAKPDELMDSKLRCVFEMPNENDKLNDMEPSKAVPLNASKQDGPMPKPHSVSLNDTETRKLMEECKRLQGEMMKLSEENRHLRDEGLRLRKVAHSDKPGSTSTASFRDNVTSPLPSLLVVIAAIFIGFFLGKFIL. Result: 0 (no interaction). (4) Result: 1 (interaction). The miRNA is mmu-miR-15a-5p with sequence UAGCAGCACAUAAUGGUUUGUG. The protein sequence of the target gene is MSSSPLSKKRRVSGPDPKPGSNCSPAQSALSEVSSVPTNGMAKNGSEADIDESLYSRQLYVLGHEAMKMLQTSSVLVSGLRGLGVEIAKNIILGGVKAVTLHDQGTTQWADLSSQFYLREEDIGKNRAEVSQPRLAELNSYVPVTAYTGPLVEDFLSSFQVVVLTNSPLEAQLRVGEFCHSRGIKLVVADTRGLFGQLFCDFGEEMVLTDSNGEQPLSAMVSMVTKDNPGVVTCLDEARHGFETGDFVSFSEVQGMIQLNGCQPMEIKVLGPYTFSICDTSNFSDYIRGGIVSQVKVPKK.... (5) The miRNA is hsa-miR-6839-3p with sequence UUGGGUUUUCUCUUCAAUCCAG. Result: 0 (no interaction). The protein sequence of the target gene is MADSERLSAPGCWAACTNFSRTRKGILLFAEIILCLVILICFSASTPGYSSLSVIEMILAAIFFVVYMCDLHTKIPFINWPWSDFFRTLIAAILYLITSIVVLVERGNHSKIVAGVLGLIATCLFGYDAYVTFPVRQPRHTAAPTDPADGPV. (6) The miRNA is hsa-miR-1224-5p with sequence GUGAGGACUCGGGAGGUGG. The protein sequence of the target gene is MAESEAETPGTPGEFESKYFEFHGVRLPPFCRGKMEDIADFPVRPSDVWIVTYPKSGTSLLQEVVYLVSQGADPDEIGLMNIDEQLPVLEYPQPGLDIIKELTSPRLIKSHLPYRFLPSDLHNGDSKVIYMARNPKDLVVSYYQFHRSLRTMSYRGTFQEFCRRFMNDKLGYGSWFEHVQEFWEHRMDANVLFLKYEDMHRDLVTMVEQLARFLGVSCDKAQLESLIEHCHQLVDQCCNAEALPVGRGRVGLWKDIFTVSMNEKFDLVYKQKMGKCDLTFDFYL. Result: 0 (no interaction). (7) The miRNA is cel-miR-124-3p with sequence UAAGGCACGCGGUGAAUGCCA. The protein sequence of the target gene is MCFSRADAADNYPFGTCQQRKLFPHFHPPNLIGNKFVPLRGSPHRGPGCYFSDGYGLAYDLSKIPTSIKGYTLGARTAVRFKPIQKEMTPHAGRYQKVSPQQEKHKQNFAPFNVLVPRFKNYPKDTYYPSPGAYNPEKKPPPKIAWPMKFGSPDWAQVPCLQKRTLKAELSTDKDFRKHRNRVAYLSLYYN. Result: 0 (no interaction).